This data is from Forward reaction prediction with 1.9M reactions from USPTO patents (1976-2016). The task is: Predict the product of the given reaction. (1) Given the reactants [O:1]1[C:6]2[CH:7]=[CH:8][C:9]([S:11]([N:14]([CH2:46][CH:47]([CH3:49])[CH3:48])[CH2:15][C@@H:16]([OH:45])[C@@H:17]([NH:33][C:34](=[O:44])[O:35][C@@H:36]3[C@H:43]4[C@H:39]([O:40][CH2:41][CH2:42]4)[O:38][CH2:37]3)[CH2:18][C:19]3[CH:24]=[CH:23][C:22]([O:25]CC4C=CC=CC=4)=[CH:21][CH:20]=3)(=[O:13])=[O:12])=[CH:10][C:5]=2[O:4][CH2:3][CH2:2]1.CO[C:52](OC)([CH3:54])[CH3:53].C1(C)C=CC(S(O)(=O)=O)=CC=1, predict the reaction product. The product is: [O:1]1[C:6]2[CH:7]=[CH:8][C:9]([S:11]([N:14]([CH2:15][C@H:16]3[O:45][C:52]([CH3:54])([CH3:53])[N:33]([C:34]([O:35][C@@H:36]4[C@H:43]5[C@H:39]([O:40][CH2:41][CH2:42]5)[O:38][CH2:37]4)=[O:44])[C@H:17]3[CH2:18][C:19]3[CH:20]=[CH:21][C:22]([OH:25])=[CH:23][CH:24]=3)[CH2:46][CH:47]([CH3:48])[CH3:49])(=[O:12])=[O:13])=[CH:10][C:5]=2[O:4][CH2:3][CH2:2]1. (2) Given the reactants Cl[C:2]1[C:11]2=[N:12][N:13](CC3C=CC(OC)=CC=3)[CH:14]=[C:10]2[C:9]2[CH:8]=[C:7]([O:24][CH3:25])[CH:6]=[CH:5][C:4]=2[N:3]=1.[O:26]([C:33]1[CH:39]=[CH:38][CH:37]=[CH:36][C:34]=1[NH2:35])[C:27]1[CH:32]=[CH:31][CH:30]=[CH:29][CH:28]=1.Cl, predict the reaction product. The product is: [CH3:25][O:24][C:7]1[CH:6]=[CH:5][C:4]2[N:3]=[C:2]([NH:35][C:34]3[CH:36]=[CH:37][CH:38]=[CH:39][C:33]=3[O:26][C:27]3[CH:28]=[CH:29][CH:30]=[CH:31][CH:32]=3)[C:11]3=[N:12][NH:13][CH:14]=[C:10]3[C:9]=2[CH:8]=1. (3) The product is: [Cl:1][C:2]1[CH:3]=[C:4]([CH2:9][N:10]2[C:14]([CH3:15])=[C:13]([C:16]([NH:19][C:20]3[CH:21]=[C:22]([C:30]([O:32][CH3:33])=[O:31])[CH:23]=[C:24]([C:26]([O:28][CH3:29])=[O:27])[CH:25]=3)=[O:18])[N:12]=[N:11]2)[CH:5]=[CH:6][C:7]=1[Cl:8]. Given the reactants [Cl:1][C:2]1[CH:3]=[C:4]([CH2:9][N:10]2[C:14]([CH3:15])=[C:13]([C:16]([OH:18])=O)[N:12]=[N:11]2)[CH:5]=[CH:6][C:7]=1[Cl:8].[NH2:19][C:20]1[CH:21]=[C:22]([C:30]([O:32][CH3:33])=[O:31])[CH:23]=[C:24]([C:26]([O:28][CH3:29])=[O:27])[CH:25]=1.CN(C(ON1N=NC2C=CC=NC1=2)=[N+](C)C)C.F[P-](F)(F)(F)(F)F.CCN(C(C)C)C(C)C, predict the reaction product. (4) Given the reactants [C:1]([O:5][C:6]([N:8]1[CH2:20][CH2:19][C:18]2[C:17]3[C:12](=[CH:13][C:14](Br)=[CH:15][CH:16]=3)[N:11]([CH3:22])[C:10]=2[CH2:9]1)=[O:7])([CH3:4])([CH3:3])[CH3:2].[N:23]1[C:24]([CH2:32][O:33][C:34]2[CH:39]=[CH:38][NH:37][C:36](=[O:40])[CH:35]=2)=[CH:25][N:26]2[CH:31]=[CH:30][CH:29]=[CH:28][C:27]=12.C([O-])([O-])=O.[Cs+].[Cs+].OC1C=CC=C2C=1N=CC=C2, predict the reaction product. The product is: [C:1]([O:5][C:6]([N:8]1[CH2:20][CH2:19][C:18]2[C:17]3[C:12](=[CH:13][C:14]([N:37]4[CH:38]=[CH:39][C:34]([O:33][CH2:32][C:24]5[N:23]=[C:27]6[CH:28]=[CH:29][CH:30]=[CH:31][N:26]6[CH:25]=5)=[CH:35][C:36]4=[O:40])=[CH:15][CH:16]=3)[N:11]([CH3:22])[C:10]=2[CH2:9]1)=[O:7])([CH3:4])([CH3:3])[CH3:2].